This data is from Forward reaction prediction with 1.9M reactions from USPTO patents (1976-2016). The task is: Predict the product of the given reaction. (1) The product is: [Cl:1][C:2]1[N:3]=[C:4]([N:24]2[CH:28]=[CH:27][CH:26]=[N:25]2)[C:5](=[O:23])[N:6]([CH2:18][CH:19]([CH3:22])[CH2:20][CH3:21])[C:7]=1[C:8]1[C:9]([F:17])=[CH:10][C:11]([OH:15])=[CH:12][C:13]=1[F:14]. Given the reactants [Cl:1][C:2]1[N:3]=[C:4]([N:24]2[CH:28]=[CH:27][CH:26]=[N:25]2)[C:5](=[O:23])[N:6]([CH2:18][CH:19]([CH3:22])[CH2:20][CH3:21])[C:7]=1[C:8]1[C:13]([F:14])=[CH:12][C:11]([O:15]C)=[CH:10][C:9]=1[F:17].B(Br)(Br)Br, predict the reaction product. (2) Given the reactants [CH:1]([OH:6])=[CH:2][CH2:3][CH2:4][OH:5].[O:7]1[CH:12]=[CH:11][CH2:10][CH2:9][CH2:8]1, predict the reaction product. The product is: [O:7]1[CH2:12][CH2:11][CH2:10][CH2:9][CH:8]1[O:6][CH2:1]/[CH:2]=[CH:3]\[CH2:4][OH:5]. (3) Given the reactants FC(F)(F)S(O[C:7]1[CH:16]=[C:15]2[C:10]([CH:11]([C:18]3[CH:23]=[CH:22][C:21]([Cl:24])=[CH:20][CH:19]=3)[CH2:12][N:13]([CH3:17])[CH2:14]2)=[CH:9][C:8]=1[F:25])(=O)=O.BrCC(C1C=CC(Cl)=CC=1)=O.[C:39]([C:42]1[CH:47]=[CH:46][C:45](B(O)O)=[CH:44][CH:43]=1)(=[O:41])[NH2:40].C(=O)([O-])[O-].[Cs+].[Cs+], predict the reaction product. The product is: [Cl:24][C:21]1[CH:22]=[CH:23][C:18]([CH:11]2[C:10]3[C:15](=[CH:16][C:7]([C:45]4[CH:46]=[CH:47][C:42]([C:39]([NH2:40])=[O:41])=[CH:43][CH:44]=4)=[C:8]([F:25])[CH:9]=3)[CH2:14][N:13]([CH3:17])[CH2:12]2)=[CH:19][CH:20]=1. (4) Given the reactants [O:1]=[C:2]1[C:11]2[C:6](=[CH:7][CH:8]=[C:9]([C:12]([OH:14])=O)[CH:10]=2)[CH:5]=[CH:4][N:3]1[CH2:15][C:16]1[CH:21]=[CH:20][C:19]([C:22]2[N:23]=[N:24][NH:25][N:26]=2)=[CH:18][CH:17]=1.[S:27]1[CH:31]=[C:30]([C:32]2[CH:39]=[CH:38][C:35]([CH2:36][NH2:37])=[CH:34][CH:33]=2)[N:29]=[N:28]1, predict the reaction product. The product is: [S:27]1[CH:31]=[C:30]([C:32]2[CH:33]=[CH:34][C:35]([CH2:36][NH:37][C:12]([C:9]3[CH:10]=[C:11]4[C:6]([CH:5]=[CH:4][N:3]([CH2:15][C:16]5[CH:21]=[CH:20][C:19]([C:22]6[N:23]=[N:24][NH:25][N:26]=6)=[CH:18][CH:17]=5)[C:2]4=[O:1])=[CH:7][CH:8]=3)=[O:14])=[CH:38][CH:39]=2)[N:29]=[N:28]1. (5) Given the reactants [N:1]1[CH:6]=[C:5]([C:7]2[CH:14]=[CH:13][C:10]([CH:11]=O)=[CH:9][CH:8]=2)[CH:4]=[N:3][CH:2]=1.N1C=CC=CC=1C1C=C[C:24]([CH:25]=[O:26])=CC=1, predict the reaction product. The product is: [N:1]1[CH:6]=[C:5]([C:7]2[CH:14]=[CH:13][C:10](/[CH:11]=[CH:24]/[CH:25]=[O:26])=[CH:9][CH:8]=2)[CH:4]=[N:3][CH:2]=1. (6) Given the reactants Br[C:2]1[CH:7]=[CH:6][C:5]([N:8]([C:13]2[C:32]([CH:33]3[CH2:35][CH2:34]3)=[CH:31][C:16]3[C:17]([C:27]([NH:29][CH3:30])=[O:28])=[C:18]([C:20]4[CH:25]=[CH:24][C:23]([F:26])=[CH:22][CH:21]=4)[O:19][C:15]=3[CH:14]=2)[S:9]([CH3:12])(=[O:11])=[O:10])=[CH:4][C:3]=1[S:36]([CH3:39])(=[O:38])=[O:37].CC1(C)C(C)(C)[O:44][B:43](B2OC(C)(C)C(C)(C)O2)[O:42]1.C([O-])(=O)C.[K+].Cl.I([O-])(=O)(=O)=O.[Na+], predict the reaction product. The product is: [CH:33]1([C:32]2[C:13]([N:8]([C:5]3[CH:6]=[CH:7][C:2]([B:43]([OH:44])[OH:42])=[C:3]([S:36]([CH3:39])(=[O:38])=[O:37])[CH:4]=3)[S:9]([CH3:12])(=[O:11])=[O:10])=[CH:14][C:15]3[O:19][C:18]([C:20]4[CH:25]=[CH:24][C:23]([F:26])=[CH:22][CH:21]=4)=[C:17]([C:27](=[O:28])[NH:29][CH3:30])[C:16]=3[CH:31]=2)[CH2:35][CH2:34]1.